This data is from Catalyst prediction with 721,799 reactions and 888 catalyst types from USPTO. The task is: Predict which catalyst facilitates the given reaction. (1) Reactant: [N:1]1[CH:6]=[C:5]([C:7]([O-:9])=[O:8])[CH:4]=[CH:3][C:2]=1[C:10]([O:12]C)=O.[NH:14]1[CH2:19][CH2:18][O:17][CH2:16][CH2:15]1. Product: [N:14]1([C:10]([C:2]2[CH:3]=[CH:4][C:5]([C:7]([O:9][C:5]([CH3:7])([CH3:6])[CH3:4])=[O:8])=[CH:6][N:1]=2)=[O:12])[CH2:19][CH2:18][O:17][CH2:16][CH2:15]1. The catalyst class is: 7. (2) Reactant: [F:1][C:2]1[CH:7]=[CH:6][CH:5]=[CH:4][C:3]=1[N:8]1[C:16]2[C:11](=[C:12]([N:17]3[CH2:21][CH2:20][NH:19][C:18]3=[O:22])[CH:13]=[CH:14][CH:15]=2)[CH:10]=[N:9]1.[H-].[Na+].Cl.Cl[CH2:27][C:28]1[N:29]=[CH:30][S:31][CH:32]=1. Product: [F:1][C:2]1[CH:7]=[CH:6][CH:5]=[CH:4][C:3]=1[N:8]1[C:16]2[C:11](=[C:12]([N:17]3[CH2:21][CH2:20][N:19]([CH2:27][C:28]4[N:29]=[CH:30][S:31][CH:32]=4)[C:18]3=[O:22])[CH:13]=[CH:14][CH:15]=2)[CH:10]=[N:9]1. The catalyst class is: 7. (3) Reactant: [Li]CCCC.CCCCCC.Br[C:13]1[CH:14]=[C:15]([CH:18]2[O:22]CCO2)[S:16][CH:17]=1.[CH3:23][C:24]([CH3:26])=[O:25]. Product: [OH:25][C:24]([C:13]1[CH:14]=[C:15]([CH:18]=[O:22])[S:16][CH:17]=1)([CH3:26])[CH3:23]. The catalyst class is: 1. (4) Reactant: [CH3:1][O:2][C:3]1[CH:4]=[C:5]([N:12]2[CH2:17][CH2:16][CH:15]([N:18]3[CH2:23][CH2:22][NH:21][CH2:20][CH2:19]3)[CH2:14][CH2:13]2)[CH:6]=[CH:7][C:8]=1[N+:9]([O-:11])=[O:10].I[CH2:25][CH2:26][F:27]. Product: [F:27][CH2:26][CH2:25][N:21]1[CH2:20][CH2:19][N:18]([CH:15]2[CH2:14][CH2:13][N:12]([C:5]3[CH:6]=[CH:7][C:8]([N+:9]([O-:11])=[O:10])=[C:3]([O:2][CH3:1])[CH:4]=3)[CH2:17][CH2:16]2)[CH2:23][CH2:22]1. The catalyst class is: 1. (5) Reactant: C[O:2][C:3]([C:5]1[CH:14]=[C:13]([O:15][CH2:16][C:17]([O:19]CC)=[O:18])[C:12]2[C:7](=[CH:8][C:9]([Cl:23])=[CH:10][C:11]=2[Cl:22])[CH:6]=1)=[O:4].[Li+].[OH-].Cl. Product: [C:17]([CH2:16][O:15][C:13]1[C:12]2[C:7](=[CH:8][C:9]([Cl:23])=[CH:10][C:11]=2[Cl:22])[CH:6]=[C:5]([C:3]([OH:4])=[O:2])[CH:14]=1)([OH:19])=[O:18]. The catalyst class is: 20. (6) Reactant: C[O:2][C:3](=[O:26])[C:4]1[C:5](=[C:10]([O:14][CH2:15][C:16]2[CH:21]=[CH:20][C:19]([S:22]([CH3:25])(=[O:24])=[O:23])=[CH:18][CH:17]=2)[CH:11]=[CH:12][CH:13]=1)[C:6]([O:8]C)=[O:7]. Product: [CH3:25][S:22]([C:19]1[CH:18]=[CH:17][C:16]([CH2:15][O:14][C:10]2[CH:11]=[CH:12][CH:13]=[C:4]([C:3]([OH:26])=[O:2])[C:5]=2[C:6]([OH:8])=[O:7])=[CH:21][CH:20]=1)(=[O:23])=[O:24]. The catalyst class is: 74. (7) Reactant: Cl[C:2]1[C:11]([Cl:12])=[N:10][C:9]2[C:4](=[CH:5][CH:6]=[CH:7][CH:8]=2)[N:3]=1.[CH3:13][C:14]1[CH:19]=[CH:18][C:17]([S:20]([NH2:23])(=[O:22])=[O:21])=[CH:16][CH:15]=1.C(=O)([O-])[O-].[K+].[K+]. Product: [Cl:12][C:11]1[C:2]([NH:23][S:20]([C:17]2[CH:18]=[CH:19][C:14]([CH3:13])=[CH:15][CH:16]=2)(=[O:21])=[O:22])=[N:3][C:4]2[C:9]([N:10]=1)=[CH:8][CH:7]=[CH:6][CH:5]=2. The catalyst class is: 16. (8) Reactant: [CH2:1]([O:5][CH2:6][CH2:7][O:8][C:9]1[CH:14]=[CH:13][C:12]([C:15]2[CH:16]=[CH:17][C:18]3[N:24](C(=O)C(F)(F)F)[CH2:23][CH2:22][C:21]([C:31]([NH:33][C:34]4[CH:39]=[CH:38][C:37]([CH:40]([OH:49])[C:41]5[CH:46]=[C:45]([CH3:47])[CH:44]=[CH:43][N+:42]=5[O-:48])=[C:36]([O:50][CH3:51])[CH:35]=4)=[O:32])=[CH:20][C:19]=3[CH:52]=2)=[CH:11][CH:10]=1)[CH2:2][CH2:3][CH3:4].[BH4-].[Na+]. Product: [CH2:1]([O:5][CH2:6][CH2:7][O:8][C:9]1[CH:10]=[CH:11][C:12]([C:15]2[CH:16]=[CH:17][C:18]3[NH:24][CH2:23][CH2:22][C:21]([C:31]([NH:33][C:34]4[CH:39]=[CH:38][C:37]([CH:40]([OH:49])[C:41]5[CH:46]=[C:45]([CH3:47])[CH:44]=[CH:43][N+:42]=5[O-:48])=[C:36]([O:50][CH3:51])[CH:35]=4)=[O:32])=[CH:20][C:19]=3[CH:52]=2)=[CH:13][CH:14]=1)[CH2:2][CH2:3][CH3:4]. The catalyst class is: 8. (9) Product: [CH:27]1([CH2:32][CH2:33][NH:34][C:5](=[O:7])[C:4]2[CH:8]=[CH:9][C:10]([CH3:11])=[C:2]([I:1])[CH:3]=2)[CH2:31][CH2:30][CH2:29][CH2:28]1. Reactant: [I:1][C:2]1[CH:3]=[C:4]([CH:8]=[CH:9][C:10]=1[CH3:11])[C:5]([OH:7])=O.ClCCl.Cl.CN(C)CCCN=C=NCC.[CH:27]1([CH2:32][CH2:33][NH2:34])[CH2:31][CH2:30][CH2:29][CH2:28]1. The catalyst class is: 3.